From a dataset of Full USPTO retrosynthesis dataset with 1.9M reactions from patents (1976-2016). Predict the reactants needed to synthesize the given product. (1) The reactants are: [C:1]([C:3]1[C:12]2[C:7](=[CH:8][CH:9]=[C:10]([O:13][C:14]3[CH:19]=[CH:18][CH:17]=[CH:16][CH:15]=3)[CH:11]=2)[C:6]([OH:20])=[C:5]([C:21](OC)=[O:22])[N:4]=1)#[N:2].O.Cl.[NH2:27][C@H:28]1[CH2:32][CH2:31][CH2:30][C@H:29]1[C:33]([OH:35])=[O:34].[NH2:27][C@H:28]1[CH2:32][CH2:31][CH2:30][C@H:29]1[C:33]([OH:35])=[O:34].Cl.C[O-].[Na+]. Given the product [C:1]([C:3]1[C:12]2[C:7](=[CH:8][CH:9]=[C:10]([O:13][C:14]3[CH:15]=[CH:16][CH:17]=[CH:18][CH:19]=3)[CH:11]=2)[C:6]([OH:20])=[C:5]([C:21]([NH:27][C@H:28]2[CH2:32][CH2:31][CH2:30][C@H:29]2[C:33]([OH:35])=[O:34])=[O:22])[N:4]=1)#[N:2], predict the reactants needed to synthesize it. (2) Given the product [CH:1]([O:4][C:5](=[O:29])[NH:6][CH:7]1[CH2:28][C:10]2[N:11]([CH2:20][C:21]3[C:26]([NH2:30])=[N:25][CH:24]=[CH:23][N:22]=3)[C:12]3[CH:13]=[CH:14][C:15]([C:18]#[N:19])=[CH:16][C:17]=3[C:9]=2[CH2:8]1)([CH3:3])[CH3:2], predict the reactants needed to synthesize it. The reactants are: [CH:1]([O:4][C:5](=[O:29])[NH:6][CH:7]1[CH2:28][C:10]2[N:11]([CH2:20][C:21]3[C:26](Cl)=[N:25][CH:24]=[CH:23][N:22]=3)[C:12]3[CH:13]=[CH:14][C:15]([C:18]#[N:19])=[CH:16][C:17]=3[C:9]=2[CH2:8]1)([CH3:3])[CH3:2].[NH3:30]. (3) Given the product [F:14][C:13]([F:15])([F:16])[C:10]([CH:11]=[N:22][C:23]1[CH:31]=[CH:30][CH:29]=[C:28]2[C:24]=1[CH:25]=[N:26][NH:27]2)([OH:17])[CH2:9][C:8]([C:6]1[CH:7]=[C:2]([Br:1])[CH:3]=[CH:4][C:5]=1[O:20][CH3:21])([CH3:18])[CH3:19], predict the reactants needed to synthesize it. The reactants are: [Br:1][C:2]1[CH:3]=[CH:4][C:5]([O:20][CH3:21])=[C:6]([C:8]([CH3:19])([CH3:18])[CH2:9][C:10]([OH:17])([C:13]([F:16])([F:15])[F:14])[CH:11]=O)[CH:7]=1.[NH2:22][C:23]1[CH:31]=[CH:30][CH:29]=[C:28]2[C:24]=1[CH:25]=[N:26][NH:27]2.C1(C)C=CC=CC=1. (4) Given the product [CH:2]([C:3]1[CH:4]=[C:5]([C:9]2[CH:10]=[CH:11][C:12]([O:24][CH3:25])=[C:13]([CH:23]=2)[CH2:14][NH:15][C:16](=[O:22])[O:17][C:18]([CH3:19])([CH3:20])[CH3:21])[CH:6]=[CH:7][CH:8]=1)=[O:1], predict the reactants needed to synthesize it. The reactants are: [OH:1][CH2:2][C:3]1[CH:4]=[C:5]([C:9]2[CH:10]=[CH:11][C:12]([O:24][CH3:25])=[C:13]([CH:23]=2)[CH2:14][NH:15][C:16](=[O:22])[O:17][C:18]([CH3:21])([CH3:20])[CH3:19])[CH:6]=[CH:7][CH:8]=1.C[N+]1([O-])CCOCC1.